Dataset: Forward reaction prediction with 1.9M reactions from USPTO patents (1976-2016). Task: Predict the product of the given reaction. (1) Given the reactants Br[C:2]1[CH:3]=[C:4]([C:8]2[N:16]3[C:11]([CH:12]=[N:13][C:14]([NH:17][C:18]4[CH:23]=[C:22]([O:24][CH3:25])[C:21]([O:26][CH3:27])=[C:20]([O:28][CH3:29])[CH:19]=4)=[N:15]3)=[C:10]([CH3:30])[N:9]=2)[CH:5]=[CH:6][CH:7]=1.[F:31][C:32]([F:43])([F:42])[C:33]1[CH:38]=[CH:37][CH:36]=[CH:35][C:34]=1B(O)O.C(=O)([O-])[O-].[K+].[K+].O1CCOCC1, predict the reaction product. The product is: [CH3:30][C:10]1[N:9]=[C:8]([C:4]2[CH:3]=[C:2]([C:34]3[CH:35]=[CH:36][CH:37]=[CH:38][C:33]=3[C:32]([F:43])([F:42])[F:31])[CH:7]=[CH:6][CH:5]=2)[N:16]2[C:11]=1[CH:12]=[N:13][C:14]([NH:17][C:18]1[CH:23]=[C:22]([O:24][CH3:25])[C:21]([O:26][CH3:27])=[C:20]([O:28][CH3:29])[CH:19]=1)=[N:15]2. (2) Given the reactants [F:1][C:2]1[CH:32]=[CH:31][C:5]([CH2:6][N:7]2[C:11]3[CH:12]=[N:13][C:14]4[C:15](=[O:29])[N:16]([O:20][CH2:21][O:22][CH2:23][CH2:24][Si:25]([CH3:28])([CH3:27])[CH3:26])[CH2:17][CH2:18][C:19]=4[C:10]=3[C:9](Br)=[CH:8]2)=[CH:4][CH:3]=1.C([Sn](CCCC)(CCCC)/[CH:38]=[CH:39]\[O:40][CH2:41][CH3:42])CCC.[Li+].[Cl-], predict the reaction product. The product is: [F:1][C:2]1[CH:32]=[CH:31][C:5]([CH2:6][N:7]2[C:11]3[CH:12]=[N:13][C:14]4[C:15](=[O:29])[N:16]([O:20][CH2:21][O:22][CH2:23][CH2:24][Si:25]([CH3:28])([CH3:27])[CH3:26])[CH2:17][CH2:18][C:19]=4[C:10]=3[C:9](/[CH:38]=[CH:39]\[O:40][CH2:41][CH3:42])=[CH:8]2)=[CH:4][CH:3]=1. (3) Given the reactants Br[C:2]1[CH:7]=[CH:6][C:5]([C:8]2[N:17]=[C:16]3[N:10]([CH2:11][CH2:12][C:13]4[CH:29]=[CH:28][CH:27]=[CH:26][C:14]=4[CH:15]3[O:18][CH:19]3[CH2:24][CH2:23][N:22]([CH3:25])[CH2:21][CH2:20]3)[C:9]=2[CH3:30])=[CH:4][CH:3]=1.C1C=CC(P(C2C=CC=CC=2)C2C=CC=CC=2)=CC=1.[C:50]([O:54][C:55](=[O:58])[CH:56]=[CH2:57])([CH3:53])([CH3:52])[CH3:51].C(N(CC)CC)C.N, predict the reaction product. The product is: [C:50]([O:54][C:55](=[O:58])[CH:56]=[CH:57][C:2]1[CH:3]=[CH:4][C:5]([C:8]2[N:17]=[C:16]3[N:10]([CH2:11][CH2:12][C:13]4[CH:29]=[CH:28][CH:27]=[CH:26][C:14]=4[CH:15]3[O:18][CH:19]3[CH2:20][CH2:21][N:22]([CH3:25])[CH2:23][CH2:24]3)[C:9]=2[CH3:30])=[CH:6][CH:7]=1)([CH3:53])([CH3:52])[CH3:51].